From a dataset of Forward reaction prediction with 1.9M reactions from USPTO patents (1976-2016). Predict the product of the given reaction. (1) Given the reactants [N:1]1([C:6]2[CH:24]=[CH:23][C:9]3=[C:10]([CH2:19][CH2:20][C:21]#[N:22])[CH:11]=[C:12]4[C:17]([C:16](=[O:18])[NH:15][CH:14]=[CH:13]4)=[C:8]3[CH:7]=2)[CH:5]=[CH:4][N:3]=[CH:2]1.[BH-](OC(C)=O)(OC(C)=O)OC(C)=O.[Na+].C(O)(C(F)(F)F)=O.C(#N)C.O, predict the reaction product. The product is: [NH2:22][CH2:21][CH2:20][CH2:19][C:10]1[CH:11]=[C:12]2[C:17](=[C:8]3[CH:7]=[C:6]([N:1]4[CH:5]=[CH:4][N:3]=[CH:2]4)[CH:24]=[CH:23][C:9]=13)[C:16](=[O:18])[NH:15][CH:14]=[CH:13]2. (2) Given the reactants [Br:1][C:2]1[CH:3]=[CH:4][C:5]([O:10][CH2:11][C@H:12]2[CH2:14][O:13]2)=[C:6]([CH:9]=1)C=O.C1C=C(Cl)C=C([C:22]([O:24]O)=[O:23])C=1, predict the reaction product. The product is: [CH:22]([O:24][C:6]1[CH:9]=[C:2]([Br:1])[CH:3]=[CH:4][C:5]=1[O:10][CH2:11][C@H:12]1[CH2:14][O:13]1)=[O:23]. (3) Given the reactants [Cl-].[Cl-].[Cl-].[Al+3].[CH3:5][O:6][C:7]([C:9]1([C:12]2[CH:17]=[CH:16][CH:15]=[CH:14][CH:13]=2)[CH2:11][CH2:10]1)=[O:8].[Cl:18][CH2:19][C:20](Cl)=[O:21].Cl, predict the reaction product. The product is: [CH3:5][O:6][C:7]([C:9]1([C:12]2[CH:17]=[CH:16][C:15]([C:20](=[O:21])[CH2:19][Cl:18])=[CH:14][CH:13]=2)[CH2:11][CH2:10]1)=[O:8]. (4) The product is: [CH2:8]([C:3]1[N:4]([CH3:7])[N:5]=[CH:6][C:2]=1[Br:1])[C:10]1[CH:11]=[CH:12][CH:13]=[CH:14][CH:15]=1. Given the reactants [Br:1][C:2]1[CH:6]=[N:5][N:4]([CH3:7])[C:3]=1[CH:8]([C:10]1[CH:15]=[CH:14][CH:13]=[CH:12][CH:11]=1)O.C(O)(C(F)(F)F)=O.C([SiH](CC)CC)C, predict the reaction product.